This data is from Catalyst prediction with 721,799 reactions and 888 catalyst types from USPTO. The task is: Predict which catalyst facilitates the given reaction. (1) Reactant: C[O:2][C:3]([C:5]1[CH:14]=[N:13][C:12]2[N:11]3[CH2:15][CH2:16][CH2:17][C@H:10]3[C:9](=[O:18])[NH:8][C:7]=2[CH:6]=1)=O.[H-].[Na+].[H-].[H-].[H-].[H-].[Li+].[Al+3]. Product: [OH:2][CH2:3][C:5]1[CH:14]=[N:13][C:12]2[N:11]3[CH2:15][CH2:16][CH2:17][C@H:10]3[C:9](=[O:18])[NH:8][C:7]=2[CH:6]=1. The catalyst class is: 1. (2) Reactant: C(O[C:5](=[O:7])[CH3:6])(=O)C.[N+:8]([C:11]1[CH:16]=[C:15]([N+:17]([O-:19])=[O:18])[CH:14]=[CH:13][C:12]=1[S:20][C:21]1[CH:27]=[CH:26][CH:25]=[CH:24][C:22]=1[NH2:23])([O-:10])=[O:9]. Product: [N+:8]([C:11]1[CH:16]=[C:15]([N+:17]([O-:19])=[O:18])[CH:14]=[CH:13][C:12]=1[S:20][C:21]1[CH:27]=[CH:26][CH:25]=[CH:24][C:22]=1[NH:23][C:5](=[O:7])[CH3:6])([O-:10])=[O:9]. The catalyst class is: 17. (3) The catalyst class is: 7. Reactant: C[O:2][C:3](=O)[C@H:4]([NH:13][C:14]([O:16][C:17]([CH3:20])([CH3:19])[CH3:18])=[O:15])[CH2:5][C:6]1[CH:11]=[CH:10][C:9]([OH:12])=[CH:8][CH:7]=1.[BH4-].[Li+]. Product: [C:17]([O:16][C:14](=[O:15])[NH:13][C@H:4]([CH2:5][C:6]1[CH:7]=[CH:8][C:9]([OH:12])=[CH:10][CH:11]=1)[CH2:3][OH:2])([CH3:20])([CH3:18])[CH3:19]. (4) Reactant: [NH2:1][C:2]1[C:10]2[C:5](=[N:6][CH:7]=[C:8]([C:11]3[O:12][CH:13]=[CH:14][CH:15]=3)[N:9]=2)[S:4][C:3]=1[C:16]([O:18]CC)=[O:17].[OH-].[K+]. Product: [NH2:1][C:2]1[C:10]2[C:5](=[N:6][CH:7]=[C:8]([C:11]3[O:12][CH:13]=[CH:14][CH:15]=3)[N:9]=2)[S:4][C:3]=1[C:16]([OH:18])=[O:17]. The catalyst class is: 40. (5) Reactant: [CH2:1]([O:3][CH:4]([O:24][CH2:25][CH3:26])[C:5]1[O:13][C:12]2[C:11]([C:14]3[CH:23]=[CH:22][C:17]([C:18]([O:20]C)=[O:19])=[CH:16][CH:15]=3)=[CH:10][N:9]=[CH:8][C:7]=2[CH:6]=1)[CH3:2].[OH-].[Na+]. Product: [CH2:1]([O:3][CH:4]([O:24][CH2:25][CH3:26])[C:5]1[O:13][C:12]2[C:11]([C:14]3[CH:23]=[CH:22][C:17]([C:18]([OH:20])=[O:19])=[CH:16][CH:15]=3)=[CH:10][N:9]=[CH:8][C:7]=2[CH:6]=1)[CH3:2]. The catalyst class is: 83. (6) Product: [CH:1]1([O:6][C:53]2[CH:52]=[C:51]3[C:56](=[CH:55][CH:54]=2)[NH:48][N:49]=[CH:50]3)[CH2:5][CH2:4][CH2:3][CH2:2]1. Reactant: [CH:1]1([OH:6])[CH2:5][CH2:4][CH2:3][CH2:2]1.C1(P(C2C=CC=CC=2)C2C=CC=CC=2)C=CC=CC=1.N(C(OCC1C=CC=CC=1)=O)=NC(OCC1C=CC=CC=1)=O.[NH:48]1[C:56]2[C:51](=[CH:52][C:53](O)=[CH:54][CH:55]=2)[CH:50]=[N:49]1. The catalyst class is: 7. (7) Reactant: C(OC(=O)[NH:7][C:8]1[CH:13]=[C:12]([N:14]([CH3:16])[CH3:15])[C:11]([F:17])=[CH:10][C:9]=1[NH:18][C:19](=[O:42])[CH2:20][C:21](=O)[C:22]1[CH:27]=[CH:26][CH:25]=[C:24]([N:28]2[C:32]([CH2:33][O:34]C3CCCCO3)=[CH:31][N:30]=[N:29]2)[CH:23]=1)(C)(C)C.C(O)(C(F)(F)F)=O. Product: [CH3:15][N:14]([CH3:16])[C:12]1[C:11]([F:17])=[CH:10][C:9]2[NH:18][C:19](=[O:42])[CH2:20][C:21]([C:22]3[CH:27]=[CH:26][CH:25]=[C:24]([N:28]4[C:32]([CH2:33][OH:34])=[CH:31][N:30]=[N:29]4)[CH:23]=3)=[N:7][C:8]=2[CH:13]=1. The catalyst class is: 2. (8) Reactant: CC1C=CC(S(O[CH2:12][CH2:13][CH2:14][C:15]2[C:23]3[C:18](=[CH:19][CH:20]=[CH:21][CH:22]=3)[NH:17][CH:16]=2)(=O)=O)=CC=1.[CH3:24][C:25]1[CH:30]=[C:29]([CH3:31])[N:28]=[C:27]([N:32]2[CH2:37][CH2:36][NH:35][CH2:34][CH2:33]2)[N:26]=1.C(=O)([O-])[O-].[K+].[K+].[I-].[K+]. Product: [CH3:24][C:25]1[CH:30]=[C:29]([CH3:31])[N:28]=[C:27]([N:32]2[CH2:33][CH2:34][N:35]([CH2:12][CH2:13][CH2:14][C:15]3[C:23]4[C:18](=[CH:19][CH:20]=[CH:21][CH:22]=4)[NH:17][CH:16]=3)[CH2:36][CH2:37]2)[N:26]=1. The catalyst class is: 10. (9) Reactant: [C:1]1(=O)[CH2:4][CH2:3][CH2:2]1.[C:6]([O:10][C:11]([NH:13][NH2:14])=[O:12])([CH3:9])([CH3:8])[CH3:7]. Product: [C:6]([O:10][C:11]([NH:13][N:14]=[C:1]1[CH2:4][CH2:3][CH2:2]1)=[O:12])([CH3:9])([CH3:8])[CH3:7]. The catalyst class is: 81. (10) Reactant: [N:1]([CH:4]1[CH2:13][CH2:12][CH2:11][C:10]2[N:9]=[C:8]([CH2:14][CH2:15][O:16][Si:17]([C:30]([CH3:33])([CH3:32])[CH3:31])([C:24]3[CH:29]=[CH:28][CH:27]=[CH:26][CH:25]=3)[C:18]3[CH:23]=[CH:22][CH:21]=[CH:20][CH:19]=3)[N:7]=[CH:6][C:5]1=2)=[N+]=[N-].CCOC(C)=O.CO. Product: [Si:17]([O:16][CH2:15][CH2:14][C:8]1[N:7]=[CH:6][C:5]2[CH:4]([NH2:1])[CH2:13][CH2:12][CH2:11][C:10]=2[N:9]=1)([C:30]([CH3:33])([CH3:31])[CH3:32])([C:18]1[CH:19]=[CH:20][CH:21]=[CH:22][CH:23]=1)[C:24]1[CH:29]=[CH:28][CH:27]=[CH:26][CH:25]=1. The catalyst class is: 582.